This data is from Full USPTO retrosynthesis dataset with 1.9M reactions from patents (1976-2016). The task is: Predict the reactants needed to synthesize the given product. Given the product [Br:1][C:2]1[CH:7]=[CH:6][C:5]([Si:12]([CH3:11])([O:17][CH:18]([CH3:20])[CH3:19])[O:13][CH:14]([CH3:16])[CH3:15])=[CH:4][CH:3]=1, predict the reactants needed to synthesize it. The reactants are: [Br:1][C:2]1[CH:7]=[CH:6][C:5]([Mg]Br)=[CH:4][CH:3]=1.Cl[CH2:11][SiH:12]([O:17][CH:18]([CH3:20])[CH3:19])[O:13][CH:14]([CH3:16])[CH3:15].BrC1C=CC(Br)=CC=1.